This data is from Reaction yield outcomes from USPTO patents with 853,638 reactions. The task is: Predict the reaction yield, written as a fraction of the theoretical maximum amount of product (1.0 means a 100% yield; for example, 0.34 means a 34% yield). (1) The product is [Br:1][C:2]1[C:3]([O:10][CH3:11])=[CH:4][C:5]([F:9])=[CH:6][C:7]=1[F:8]. No catalyst specified. The reactants are [Br:1][C:2]1[C:7]([F:8])=[CH:6][C:5]([F:9])=[CH:4][C:3]=1[OH:10].[CH3:11]I. The yield is 1.00. (2) The catalyst is C1COCC1. The reactants are F[C:2]1[C:7]([C:8]2[C:9]3[CH:16]=[CH:15][NH:14][C:10]=3[N:11]=[CH:12][N:13]=2)=[CH:6][CH:5]=[CH:4][N:3]=1.[NH2:17][C:18]1[C:27]([CH3:28])=[CH:26][CH:25]=[C:24]2[C:19]=1[CH:20]=[CH:21][NH:22][C:23]2=[O:29].C[Si]([N-][Si](C)(C)C)(C)C.[Li+]. The product is [N:11]1[C:10]2[NH:14][CH:15]=[CH:16][C:9]=2[C:8]([C:7]2[C:2]([NH:17][C:18]3[C:27]([CH3:28])=[CH:26][CH:25]=[C:24]4[C:19]=3[CH:20]=[CH:21][NH:22][C:23]4=[O:29])=[N:3][CH:4]=[CH:5][CH:6]=2)=[N:13][CH:12]=1. The yield is 0.690. (3) The catalyst is C(Cl)Cl. The yield is 0.560. The product is [CH3:1][O:2][C:3](=[O:16])[C:4]1[CH:9]=[CH:8][C:7]([CH:10]([F:23])[CH3:11])=[CH:6][C:5]=1[N+:13]([O-:15])=[O:14]. The reactants are [CH3:1][O:2][C:3](=[O:16])[C:4]1[CH:9]=[CH:8][C:7]([CH:10](O)[CH3:11])=[CH:6][C:5]=1[N+:13]([O-:15])=[O:14].CCN(S(F)(F)[F:23])CC.C([O-])(O)=O.[Na+]. (4) The reactants are Br[C:2]1[CH:7]=[CH:6][C:5]([C:8]2[N:9]([CH2:14][C@@H:15]3[CH2:19][CH2:18][N:17]([C:20]([CH:22]4[CH2:24][CH2:23]4)=[O:21])[CH2:16]3)[C:10](=[O:13])[NH:11][N:12]=2)=[CH:4][CH:3]=1.F[C:26]1[C:35](B(O)O)=[CH:34][C:33]2[C:28](=[CH:29][CH:30]=[CH:31][CH:32]=2)[N:27]=1.C([O-])([O-])=[O:40].[Cs+].[Cs+].COC1C=CC=C(OC)C=1C1C=CC=CC=1P(C1CCCCC1)C1CCCCC1. The catalyst is C([O-])(=O)C.[Pd+2].C([O-])(=O)C. The product is [CH:22]1([C:20]([N:17]2[CH2:18][CH2:19][C@@H:15]([CH2:14][N:9]3[C:8]([C:5]4[CH:6]=[CH:7][C:2]([C:35]5[C:26]([OH:40])=[N:27][C:28]6[C:33]([CH:34]=5)=[CH:32][CH:31]=[CH:30][CH:29]=6)=[CH:3][CH:4]=4)=[N:12][NH:11][C:10]3=[O:13])[CH2:16]2)=[O:21])[CH2:24][CH2:23]1. The yield is 0.210. (5) The reactants are [NH2:1][CH:2]1[C:10]2[C:5](=[CH:6][C:7](/[CH:11]=[CH:12]/[C:13]([NH:15][CH:16]([C:21]3[CH:26]=[CH:25][CH:24]=[C:23]([C:27]([F:30])([F:29])[F:28])[CH:22]=3)[C:17]([F:20])([F:19])[F:18])=[O:14])=[CH:8][CH:9]=2)[CH2:4][CH2:3]1.CN1CC[O:35][CH2:34][CH2:33]1.C(OC(=O)C)(=O)C. The catalyst is ClCCl. The product is [C:34]([NH:1][CH:2]1[C:10]2[C:5](=[CH:6][C:7](/[CH:11]=[CH:12]/[C:13]([NH:15][CH:16]([C:21]3[CH:26]=[CH:25][CH:24]=[C:23]([C:27]([F:28])([F:29])[F:30])[CH:22]=3)[C:17]([F:18])([F:19])[F:20])=[O:14])=[CH:8][CH:9]=2)[CH2:4][CH2:3]1)(=[O:35])[CH3:33]. The yield is 1.00.